This data is from Full USPTO retrosynthesis dataset with 1.9M reactions from patents (1976-2016). The task is: Predict the reactants needed to synthesize the given product. (1) Given the product [Cl:1][C:2]1[CH:3]=[C:4]([C:8]2[CH:9]=[C:10]([C:18]([NH:31][C:32]3[C:33]([CH3:43])=[C:34]([CH:39]=[CH:40][C:41]=3[CH3:42])[C:35]([O:37][CH3:38])=[O:36])=[O:19])[C:11]3[C:16]([CH:17]=2)=[CH:15][CH:14]=[CH:13][CH:12]=3)[CH:5]=[CH:6][CH:7]=1, predict the reactants needed to synthesize it. The reactants are: [Cl:1][C:2]1[CH:3]=[C:4]([C:8]2[CH:9]=[C:10]([C:18](O)=[O:19])[C:11]3[C:16]([CH:17]=2)=[CH:15][CH:14]=[CH:13][CH:12]=3)[CH:5]=[CH:6][CH:7]=1.N1C=CC=CC=1.S(Cl)(Cl)=O.[NH2:31][C:32]1[C:33]([CH3:43])=[C:34]([CH:39]=[CH:40][C:41]=1[CH3:42])[C:35]([O:37][CH3:38])=[O:36].C(=O)(O)[O-].[K+]. (2) The reactants are: [N:1]1([C:16]([O:18][CH:19]2[CH:26]3[CH2:27][CH:22]4[CH2:23][CH:24]([CH2:28][CH:20]2[CH2:21]4)[CH2:25]3)=[O:17])[CH2:6][CH2:5][C:4]2([C:15]3[C:10](=[CH:11][CH:12]=[CH:13][CH:14]=3)[CH2:9][NH:8][CH2:7]2)[CH2:3][CH2:2]1.Cl[C:30]1[N:35]=[CH:34][C:33]([C:36]#[N:37])=[CH:32][CH:31]=1.CCN(C(C)C)C(C)C. Given the product [C:36]([C:33]1[CH:32]=[CH:31][C:30]([N:8]2[CH2:7][C:4]3([CH2:5][CH2:6][N:1]([C:16]([O:18][CH:19]4[CH:20]5[CH2:28][CH:24]6[CH2:23][CH:22]([CH2:27][CH:26]4[CH2:25]6)[CH2:21]5)=[O:17])[CH2:2][CH2:3]3)[C:15]3[C:10](=[CH:11][CH:12]=[CH:13][CH:14]=3)[CH2:9]2)=[N:35][CH:34]=1)#[N:37], predict the reactants needed to synthesize it. (3) Given the product [C:1]([O-:5])(=[O:4])[CH:2]=[O:3].[Mg+2:10].[C:1]([O-:5])(=[O:4])[CH:2]=[O:3], predict the reactants needed to synthesize it. The reactants are: [C:1]([OH:5])(=[O:4])[CH:2]=[O:3].C([O-])(=O)C.[Mg+2:10].C([O-])(=O)C. (4) Given the product [CH3:8][O:9][C:10]1[CH:11]=[CH:12][C:13]([C@H:16]2[C@H:21]([O:22][CH2:23][C:24]#[C:25][CH2:26][N:27]3[CH2:32][CH2:31][O:30][CH2:29][CH2:28]3)[CH2:20][NH:19][CH2:18][C@@H:17]2[O:33][CH2:34][C:45]2[CH:46]=[CH:47][C:48]3[O:53][CH2:52][CH2:51][N:50]([CH2:54][CH2:55][CH2:56][O:57][CH3:58])[C:49]=3[CH:59]=2)=[CH:14][CH:15]=1, predict the reactants needed to synthesize it. The reactants are: P([O-])(O)(O)=O.[Na+].[Na].[CH3:8][O:9][C:10]1[CH:15]=[CH:14][C:13]([C@@H:16]2[C@H:21]([O:22][CH2:23][C:24]#[C:25][CH2:26][N:27]3[CH2:32][CH2:31][O:30][CH2:29][CH2:28]3)[CH2:20][NH:19][CH2:18][C@@H:17]2[O:33][CH:34]([C:45]2[CH:46]=[CH:47][C:48]3[O:53][CH2:52][CH2:51][N:50]([CH2:54][CH2:55][CH2:56][O:57][CH3:58])[C:49]=3[CH:59]=2)S(C2C=CC(C)=CC=2)(=O)=O)=[CH:12][CH:11]=1. (5) Given the product [CH2:10]([NH:17][CH:3]([CH2:4][N+:5]([O-:7])=[O:6])[C:2]([F:9])([F:8])[F:1])[C:11]1[CH:16]=[CH:15][CH:14]=[CH:13][CH:12]=1, predict the reactants needed to synthesize it. The reactants are: [F:1][C:2]([F:9])([F:8])[CH:3]=[CH:4][N+:5]([O-:7])=[O:6].[CH2:10]([NH2:17])[C:11]1[CH:16]=[CH:15][CH:14]=[CH:13][CH:12]=1. (6) The reactants are: [CH:1]1([CH2:7][N:8]2[C:12]([C:13]3[CH:18]=[CH:17][C:16]([CH:19]=O)=[C:15]([C:21]([F:24])([F:23])[F:22])[CH:14]=3)=[CH:11][C:10]([C:25]([NH:27][CH:28]3[CH2:33][CH2:32][O:31][CH2:30][CH2:29]3)=[O:26])=[C:9]2[CH3:34])[CH2:6][CH2:5][CH2:4][CH2:3][CH2:2]1.[NH:35]1[CH2:40][CH2:39][O:38][CH2:37][CH2:36]1.[BH-](OC(C)=O)(OC(C)=O)OC(C)=O.[Na+]. Given the product [CH:1]1([CH2:7][N:8]2[C:12]([C:13]3[CH:18]=[CH:17][C:16]([CH2:19][N:35]4[CH2:40][CH2:39][O:38][CH2:37][CH2:36]4)=[C:15]([C:21]([F:24])([F:22])[F:23])[CH:14]=3)=[CH:11][C:10]([C:25]([NH:27][CH:28]3[CH2:29][CH2:30][O:31][CH2:32][CH2:33]3)=[O:26])=[C:9]2[CH3:34])[CH2:6][CH2:5][CH2:4][CH2:3][CH2:2]1, predict the reactants needed to synthesize it. (7) Given the product [Cl:12][C:13]1[N:18]=[CH:17][N+:16]([O-:9])=[C:15]2[CH2:19][CH2:20][C@@H:21]([CH3:22])[C:14]=12, predict the reactants needed to synthesize it. The reactants are: C1C=C(Cl)C=C(C(OO)=[O:9])C=1.[Cl:12][C:13]1[C:14]2[C@H:21]([CH3:22])[CH2:20][CH2:19][C:15]=2[N:16]=[CH:17][N:18]=1.C([O-])(O)=O.[Na+].C([O-])([O-])=O.[Na+].[Na+]. (8) The reactants are: [F:1][C:2]1([F:15])[CH2:7][CH2:6][C@@H:5]([C:8]([OH:10])=[O:9])[C@H:4]([C:11]([O:13][CH3:14])=[O:12])[CH2:3]1.[C:16](OC(O[C:16]([CH3:19])([CH3:18])[CH3:17])N(C)C)([CH3:19])([CH3:18])[CH3:17]. Given the product [F:1][C:2]1([F:15])[CH2:7][CH2:6][C@@H:5]([C:8]([O:10][C:16]([CH3:19])([CH3:18])[CH3:17])=[O:9])[C@H:4]([C:11]([O:13][CH3:14])=[O:12])[CH2:3]1, predict the reactants needed to synthesize it.